From a dataset of CYP2C9 inhibition data for predicting drug metabolism from PubChem BioAssay. Regression/Classification. Given a drug SMILES string, predict its absorption, distribution, metabolism, or excretion properties. Task type varies by dataset: regression for continuous measurements (e.g., permeability, clearance, half-life) or binary classification for categorical outcomes (e.g., BBB penetration, CYP inhibition). Dataset: cyp2c9_veith. (1) The molecule is Cn1c(=O)c(CCc2ccccc2)nc2cnc(OCc3ccccc3)nc21. The result is 1 (inhibitor). (2) The compound is N=C(N)SCCc1ccccn1. The result is 0 (non-inhibitor). (3) The compound is COc1ccccc1CNc1ccnc(-c2ccccc2Cl)n1. The result is 0 (non-inhibitor). (4) The drug is CCn1c(=O)[nH]c2ccccc21. The result is 0 (non-inhibitor). (5) The drug is COc1ccc(-n2c(=O)c(-c3cccs3)nc3cnc(N4CCNCC4)nc32)cc1. The result is 0 (non-inhibitor). (6) The molecule is S[C@@H]1CCCN(Cc2ccccc2)C1. The result is 0 (non-inhibitor).